From a dataset of Full USPTO retrosynthesis dataset with 1.9M reactions from patents (1976-2016). Predict the reactants needed to synthesize the given product. (1) Given the product [Cl:6][C:7]1[CH:43]=[CH:42][CH:41]=[CH:40][C:8]=1[CH2:9][C:10]1[C:11]([CH:35]=[O:36])=[N:12][N:13]([S:29]([N:32]([CH3:34])[CH3:33])(=[O:31])=[O:30])[C:14]=1[N:15]1[CH2:20][CH2:19][CH2:18][C@@H:17]([NH:21][C:22](=[O:28])[O:23][C:24]([CH3:27])([CH3:25])[CH3:26])[CH2:16]1, predict the reactants needed to synthesize it. The reactants are: C(O)(=O)C.O.[Cl:6][C:7]1[CH:43]=[CH:42][CH:41]=[CH:40][C:8]=1[CH2:9][C:10]1[C:11]([CH:35](OC)[O:36]C)=[N:12][N:13]([S:29]([N:32]([CH3:34])[CH3:33])(=[O:31])=[O:30])[C:14]=1[N:15]1[CH2:20][CH2:19][CH2:18][C@@H:17]([NH:21][C:22](=[O:28])[O:23][C:24]([CH3:27])([CH3:26])[CH3:25])[CH2:16]1. (2) Given the product [F:1][C:2]1[CH:21]=[CH:20][C:5]2[C:6]([C:9]3[CH:10]=[CH:11][C:12]([O:15][CH2:16][C@H:17]([OH:18])[CH2:19][N:31]4[CH2:32][CH2:33][N:28]([C:23]5[CH:24]=[CH:25][CH:26]=[CH:27][N:22]=5)[CH2:29][CH2:30]4)=[CH:13][CH:14]=3)=[N:7][O:8][C:4]=2[CH:3]=1, predict the reactants needed to synthesize it. The reactants are: [F:1][C:2]1[CH:21]=[CH:20][C:5]2[C:6]([C:9]3[CH:14]=[CH:13][C:12]([O:15][CH2:16][C@H:17]4[CH2:19][O:18]4)=[CH:11][CH:10]=3)=[N:7][O:8][C:4]=2[CH:3]=1.[N:22]1[CH:27]=[CH:26][CH:25]=[CH:24][C:23]=1[N:28]1[CH2:33][CH2:32][NH:31][CH2:30][CH2:29]1. (3) Given the product [Br:1][C:2]1[CH:3]=[CH:4][C:5]2[NH:11][C:10](=[O:12])[CH2:9][C:8]3[CH:13]=[N:30][C:29]([CH2:28][C:25]4[CH:24]=[CH:23][C:22]([O:21][CH3:20])=[CH:27][CH:26]=4)=[N:31][C:7]=3[C:6]=2[CH:18]=1, predict the reactants needed to synthesize it. The reactants are: [Br:1][C:2]1[CH:3]=[CH:4][C:5]2[NH:11][C:10](=[O:12])[CH2:9][C:8](=[CH:13]N(C)C)[C:7](=O)[C:6]=2[CH:18]=1.Cl.[CH3:20][O:21][C:22]1[CH:27]=[CH:26][C:25]([CH2:28][C:29]([NH2:31])=[NH:30])=[CH:24][CH:23]=1. (4) Given the product [Br:8][C:9]1[CH:10]=[CH:11][C:12]([CH2:13][C:14]2[CH:15]=[N:16][C:17]3[N:18]([N:20]=[CH:21][C:22]=3[C:23]([NH:25][CH2:26][CH2:27][NH:28][C:31](=[O:34])[CH2:32][CH3:33])=[O:24])[CH:19]=2)=[CH:29][CH:30]=1, predict the reactants needed to synthesize it. The reactants are: FC(F)(F)C([O-])=O.[Br:8][C:9]1[CH:30]=[CH:29][C:12]([CH2:13][C:14]2[CH:15]=[N:16][C:17]3[N:18]([N:20]=[CH:21][C:22]=3[C:23]([NH:25][CH2:26][CH2:27][NH3+:28])=[O:24])[CH:19]=2)=[CH:11][CH:10]=1.[C:31](O)(=[O:34])[CH2:32][CH3:33].CN(C(ON1N=NC2C=CC=CC1=2)=[N+](C)C)C.[B-](F)(F)(F)F.C(N(CC)CC)C. (5) The reactants are: Cl.[F:2][C:3]1[C:4]([CH2:9][O:10][C:11]2[C:12]3[N:13]([C:18]([C:22](O)=[O:23])=[C:19]([CH3:21])[N:20]=3)[CH:14]=[C:15]([CH3:17])[CH:16]=2)=[N:5][CH:6]=[CH:7][CH:8]=1.CN(C(ON1N=NC2C=CC=NC1=2)=[N+](C)C)C.F[P-](F)(F)(F)(F)F.C(N(CC)C(C)C)(C)C.Cl.[F:59][C:60]([F:72])([F:71])[CH:61]([OH:70])[CH2:62][CH2:63][C@@H:64]([C:66]([O:68][CH3:69])=[O:67])[NH2:65].C(O)(C(F)(F)F)=O. Given the product [F:59][C:60]([F:71])([F:72])[CH:61]([OH:70])[CH2:62][CH2:63][C@@H:64]([C:66]([O:68][CH3:69])=[O:67])[NH:65][C:22]([C:18]1[N:13]2[CH:14]=[C:15]([CH3:17])[CH:16]=[C:11]([O:10][CH2:9][C:4]3[C:3]([F:2])=[CH:8][CH:7]=[CH:6][N:5]=3)[C:12]2=[N:20][C:19]=1[CH3:21])=[O:23], predict the reactants needed to synthesize it.